From a dataset of Reaction yield outcomes from USPTO patents with 853,638 reactions. Predict the reaction yield, written as a fraction of the theoretical maximum amount of product (1.0 means a 100% yield; for example, 0.34 means a 34% yield). (1) The reactants are [NH2:1][C:2]1[N:3]=[C:4]([S:9][CH3:10])[S:5][C:6]=1[C:7]#[N:8].S(=O)(=O)(O)O.[OH2:16].[CH:17](O)=O. No catalyst specified. The product is [CH3:10][S:9][C:4]1[S:5][C:6]2[C:7](=[O:16])[NH:8][CH:17]=[N:1][C:2]=2[N:3]=1. The yield is 0.880. (2) The reactants are [NH2:1][C:2]1[CH:28]=[CH:27][C:5]([O:6][C:7]2[CH:12]=[CH:11][N:10]=[C:9]([NH:13][C:14]([N:16]3[CH2:21][CH2:20][CH:19]([N:22]4[CH2:26][CH2:25][CH2:24][CH2:23]4)[CH2:18][CH2:17]3)=[O:15])[CH:8]=2)=[CH:4][C:3]=1[Cl:29].C(N(CC)CC)C.[F:37][P-](F)(F)(F)(F)F.[N:44]1(O[P+](N(C)C)(N(C)C)N(C)C)[C:48]2[CH:49]=[CH:50][CH:51]=[CH:52][C:47]=2N=N1.C([O:66][CH2:67][CH3:68])C.CN(C)[CH:71]=[O:72]. No catalyst specified. The product is [F:37][C:51]1[CH:50]=[CH:49][C:48]([NH:44][C:67](=[O:66])[CH2:68][C:71]([NH:1][C:2]2[CH:28]=[CH:27][C:5]([O:6][C:7]3[CH:12]=[CH:11][N:10]=[C:9]([NH:13][C:14]([N:16]4[CH2:21][CH2:20][CH:19]([N:22]5[CH2:26][CH2:25][CH2:24][CH2:23]5)[CH2:18][CH2:17]4)=[O:15])[CH:8]=3)=[CH:4][C:3]=2[Cl:29])=[O:72])=[CH:47][CH:52]=1. The yield is 0.351. (3) The reactants are [CH2:1]([C@H:8]1[CH2:12][O:11][C:10](=[O:13])[N:9]1[C:14](=[O:25])[CH2:15][C:16]([CH3:24])([C:18]1[CH:23]=[CH:22][CH:21]=[CH:20][CH:19]=1)[CH3:17])[C:2]1[CH:7]=[CH:6][CH:5]=[CH:4][CH:3]=1.[K].CC(C1C=C(C(C)C)C(S([N:42]=[N+:43]=[N-:44])(=O)=O)=C(C(C)C)C=1)C. The product is [N:42]([C@@H:15]([C:16]([CH3:17])([C:18]1[CH:23]=[CH:22][CH:21]=[CH:20][CH:19]=1)[CH3:24])[C:14]([N:9]1[C@@H:8]([CH2:1][C:2]2[CH:3]=[CH:4][CH:5]=[CH:6][CH:7]=2)[CH2:12][O:11][C:10]1=[O:13])=[O:25])=[N+:43]=[N-:44]. The yield is 0.790. The catalyst is O1CCCC1.C1(C)C=CC=CC=1. (4) The reactants are [NH2:1][C:2]1[CH:7]=[CH:6][CH:5]=[CH:4][N:3]=1.Br[CH2:9][C:10]([C:12]1[CH:17]=[CH:16][C:15]([N+:18]([O-:20])=[O:19])=[CH:14][CH:13]=1)=O.C(=O)(O)[O-].[Na+]. The catalyst is CCO. The product is [N+:18]([C:15]1[CH:16]=[CH:17][C:12]([C:10]2[N:1]=[C:2]3[CH:7]=[CH:6][CH:5]=[CH:4][N:3]3[CH:9]=2)=[CH:13][CH:14]=1)([O-:20])=[O:19]. The yield is 0.540. (5) The reactants are [NH2:1][C:2]1[CH:7]=[CH:6][C:5]([OH:8])=[C:4]([Cl:9])[CH:3]=1.CC([O-])(C)C.[K+].Cl[C:17]1[CH:22]=[CH:21][N:20]=[C:19]([C:23]([NH2:25])=[O:24])[CH:18]=1.C([O-])([O-])=O.[K+].[K+]. The catalyst is CN(C=O)C.CCOC(C)=O.O. The product is [NH2:1][C:2]1[CH:7]=[CH:6][C:5]([O:8][C:17]2[CH:22]=[CH:21][N:20]=[C:19]([C:23]([NH2:25])=[O:24])[CH:18]=2)=[C:4]([Cl:9])[CH:3]=1. The yield is 0.400. (6) The reactants are [Si]([O:8][CH2:9][CH2:10][O:11][CH2:12][CH:13]1[CH2:18][CH2:17][N:16]([C:19]([O:21][CH2:22][C:23]2[CH:28]=[CH:27][CH:26]=[CH:25][CH:24]=2)=[O:20])[CH2:15][CH2:14]1)(C(C)(C)C)(C)C.[F-].C([N+](CCCC)(CCCC)CCCC)CCC. The catalyst is O1CCCC1. The product is [OH:8][CH2:9][CH2:10][O:11][CH2:12][CH:13]1[CH2:18][CH2:17][N:16]([C:19]([O:21][CH2:22][C:23]2[CH:28]=[CH:27][CH:26]=[CH:25][CH:24]=2)=[O:20])[CH2:15][CH2:14]1. The yield is 0.780. (7) The reactants are [N+:1]([C:4]1[CH:12]=[C:11]2[C:7]([CH2:8][CH:9]([C:13]([O:15][CH3:16])=[O:14])[NH:10]2)=[CH:6][CH:5]=1)([O-:3])=[O:2].[CH2:17]([O:24][C:25]1[C:33]([O:34][CH3:35])=[CH:32][C:28]([C:29](Cl)=[O:30])=[C:27]([N+:36]([O-:38])=[O:37])[CH:26]=1)[C:18]1[CH:23]=[CH:22][CH:21]=[CH:20][CH:19]=1.N1C2C(=CC=CC=2)CC1.C(N(CC)CC)C. The catalyst is O1CCCC1. The product is [CH2:17]([O:24][C:25]1[C:33]([O:34][CH3:35])=[CH:32][C:28]([C:29]([N:10]2[C:11]3[C:7](=[CH:6][CH:5]=[C:4]([N+:1]([O-:3])=[O:2])[CH:12]=3)[CH2:8][CH:9]2[C:13]([O:15][CH3:16])=[O:14])=[O:30])=[C:27]([N+:36]([O-:38])=[O:37])[CH:26]=1)[C:18]1[CH:23]=[CH:22][CH:21]=[CH:20][CH:19]=1. The yield is 0.414. (8) The reactants are [C:1]([O:5][C:6]([NH:8][C@H:9]([CH2:13][CH:14]([CH3:16])[CH3:15])[C:10]([OH:12])=O)=[O:7])([CH3:4])([CH3:3])[CH3:2].CN(C(ON1N=NC2[CH:28]=[CH:29][CH:30]=[N:31][C:26]1=2)=[N+](C)C)C.F[P-](F)(F)(F)(F)F.N1CCCC1.CCN(CC)CC. The catalyst is C(Cl)Cl. The product is [CH3:15][CH:14]([CH3:16])[CH2:13][C@@H:9]([NH:8][C:6](=[O:7])[O:5][C:1]([CH3:2])([CH3:3])[CH3:4])[C:10](=[O:12])[N:31]1[CH2:30][CH2:29][CH2:28][CH2:26]1. The yield is 0.950. (9) The product is [CH2:26]([O:25][C:23]([C:2]1[N:3]([CH2:9][O:10][CH2:11][CH2:12][Si:13]([CH3:16])([CH3:15])[CH3:14])[CH:4]=[C:5]([C:7]#[N:8])[N:6]=1)=[O:24])[CH3:27]. The yield is 0.370. The catalyst is ClCCl.CCOC(C)=O.CCCCCCC.O1CCCC1. The reactants are Br[C:2]1[N:3]([CH2:9][O:10][CH2:11][CH2:12][Si:13]([CH3:16])([CH3:15])[CH3:14])[CH:4]=[C:5]([C:7]#[N:8])[N:6]=1.C([Mg]Cl)(C)C.Cl[C:23]([O:25][CH2:26][CH3:27])=[O:24].C(=O)=O.CC(C)=O. (10) The catalyst is C1COCC1. The product is [CH3:29][O:28][C:27]([C:2]1[O:1][CH:5]=[CH:4][C:3]=1[NH:6][C:7](=[O:13])[O:8][C:9]([CH3:10])([CH3:12])[CH3:11])=[O:30]. The yield is 0.510. The reactants are [O:1]1[CH:5]=[CH:4][C:3]([NH:6][C:7](=[O:13])[O:8][C:9]([CH3:12])([CH3:11])[CH3:10])=[CH:2]1.CN(CCN(C)C)C.C([Li])CCC.[C:27](=O)([O:30]C)[O:28][CH3:29].